From a dataset of Peptide-MHC class I binding affinity with 185,985 pairs from IEDB/IMGT. Regression. Given a peptide amino acid sequence and an MHC pseudo amino acid sequence, predict their binding affinity value. This is MHC class I binding data. (1) The MHC is HLA-A01:01 with pseudo-sequence HLA-A01:01. The binding affinity (normalized) is 0.213. The peptide sequence is MRMLWMANY. (2) The peptide sequence is TEANAGQFL. The MHC is HLA-B15:17 with pseudo-sequence HLA-B15:17. The binding affinity (normalized) is 0.0847. (3) The peptide sequence is KLFGFGAQF. The binding affinity (normalized) is 0.473. The MHC is HLA-A02:01 with pseudo-sequence HLA-A02:01. (4) The peptide sequence is RAPHLPPQW. The MHC is HLA-A30:02 with pseudo-sequence HLA-A30:02. The binding affinity (normalized) is 0.213. (5) The peptide sequence is RLFPTAFEF. The MHC is Mamu-B3901 with pseudo-sequence Mamu-B3901. The binding affinity (normalized) is 0.448. (6) The peptide sequence is RRWRRLTVC. The MHC is HLA-A26:01 with pseudo-sequence HLA-A26:01. The binding affinity (normalized) is 0.213. (7) The peptide sequence is TLNHVLALK. The MHC is H-2-Kb with pseudo-sequence H-2-Kb. The binding affinity (normalized) is 0. (8) The peptide sequence is RRRKGWIPL. The MHC is HLA-A29:02 with pseudo-sequence HLA-A29:02. The binding affinity (normalized) is 0.213. (9) The peptide sequence is MWTLMYFHR. The MHC is HLA-A33:01 with pseudo-sequence HLA-A33:01. The binding affinity (normalized) is 0.962. (10) The peptide sequence is YSDIFNNVL. The MHC is HLA-B40:01 with pseudo-sequence HLA-B40:01. The binding affinity (normalized) is 0.447.